This data is from TCR-epitope binding with 47,182 pairs between 192 epitopes and 23,139 TCRs. The task is: Binary Classification. Given a T-cell receptor sequence (or CDR3 region) and an epitope sequence, predict whether binding occurs between them. (1) The epitope is KRWIILGLNK. The TCR CDR3 sequence is CSARDPLPEASGGAGTDTQYF. Result: 1 (the TCR binds to the epitope). (2) The epitope is ILHCANFNV. The TCR CDR3 sequence is CASSLFSSGQETQYF. Result: 0 (the TCR does not bind to the epitope). (3) The epitope is KRWIILGLNK. The TCR CDR3 sequence is CASSLGSYEQYF. Result: 0 (the TCR does not bind to the epitope). (4) The epitope is LLALHRSYL. The TCR CDR3 sequence is CASSPGLGGIQPQHF. Result: 0 (the TCR does not bind to the epitope). (5) The epitope is LLWNGPMAV. Result: 1 (the TCR binds to the epitope). The TCR CDR3 sequence is CASSEGIYGYTF. (6) The epitope is CINGVCWTV. The TCR CDR3 sequence is CASSDPLAGGNEQYF. Result: 1 (the TCR binds to the epitope).